From a dataset of Reaction yield outcomes from USPTO patents with 853,638 reactions. Predict the reaction yield, written as a fraction of the theoretical maximum amount of product (1.0 means a 100% yield; for example, 0.34 means a 34% yield). (1) The catalyst is C(Cl)Cl. The reactants are C(OC(=O)[NH:7][C@H:8]1[CH2:13][CH2:12][C@@H:11]([NH:14][C:15]2[N:24]=[C:23]([N:25]([CH3:27])[CH3:26])[C:22]3[C:17](=[CH:18][CH:19]=[CH:20][CH:21]=3)[N:16]=2)[CH2:10][CH2:9]1)(C)(C)C.C(O)(C(F)(F)F)=O. The yield is 0.920. The product is [NH2:7][C@@H:8]1[CH2:9][CH2:10][C@H:11]([NH:14][C:15]2[N:24]=[C:23]([N:25]([CH3:27])[CH3:26])[C:22]3[C:17](=[CH:18][CH:19]=[CH:20][CH:21]=3)[N:16]=2)[CH2:12][CH2:13]1. (2) The reactants are [Br:1][C:2]1[CH:3]=[CH:4][C:5]([N:8]2[CH2:12][CH2:11][C@H:10](OS(C)(=O)=O)[CH2:9]2)=[N:6][CH:7]=1.Cl.[F:19][C@@H:20]1[CH2:24][CH2:23][NH:22][CH2:21]1.C([O-])([O-])=O.[Cs+].[Cs+]. The catalyst is CN(C=O)C.ClCCl. The product is [Br:1][C:2]1[CH:3]=[CH:4][C:5]([N:8]2[CH2:12][CH2:11][C@@H:10]([N:22]3[CH2:23][CH2:24][C@@H:20]([F:19])[CH2:21]3)[CH2:9]2)=[N:6][CH:7]=1. The yield is 0.390. (3) The reactants are C([O:4][C:5]1[C:10]2[CH:11]=[CH:12][S:13][C:9]=2[CH:8]=[C:7]([C:14]([O-:16])=[O:15])[CH:6]=1)(=O)C.C(=O)([O-])[O-].[K+].[K+].[CH2:23](O)[CH3:24]. The catalyst is ClCCl. The product is [OH:4][C:5]1[C:10]2[CH:11]=[CH:12][S:13][C:9]=2[CH:8]=[C:7]([C:14]([O:16][CH2:23][CH3:24])=[O:15])[CH:6]=1. The yield is 0.370. (4) The yield is 1.00. The product is [N+:2]([C:5]1[CH:12]=[CH:11][CH:10]=[C:9]([O:13][CH2:14][CH:15]2[CH2:19][CH2:18][N:17]([C:20](=[O:24])[CH2:21][CH2:22][CH3:23])[CH2:16]2)[C:6]=1[C:7]#[N:8])([O-:4])=[O:3]. No catalyst specified. The reactants are Cl.[N+:2]([C:5]1[CH:12]=[CH:11][CH:10]=[C:9]([O:13][CH2:14][CH:15]2[CH2:19][CH2:18][NH:17][CH2:16]2)[C:6]=1[C:7]#[N:8])([O-:4])=[O:3].[C:20](Cl)(=[O:24])[CH2:21][CH2:22][CH3:23]. (5) The reactants are [CH2:1]([N:3]([C:11]([CH3:15])([CH3:14])[CH2:12][OH:13])[C:4](=[O:10])[O:5][C:6]([CH3:9])([CH3:8])[CH3:7])C.[CH3:16]C(OI1(OC(C)=O)(OC(C)=O)OC(=O)C2C=CC=CC1=2)=O.C(=O)([O-])O.[Na+].S([O-])([O-])(=O)=S.[Na+].[Na+]. The catalyst is C(Cl)Cl. The product is [CH3:1][N:3]([C:11]([CH2:15][CH3:16])([CH3:14])[CH:12]=[O:13])[C:4](=[O:10])[O:5][C:6]([CH3:9])([CH3:8])[CH3:7]. The yield is 0.710. (6) The reactants are [Cl:1][C:2]1[N:3]=[N:4][C:5](Cl)=[CH:6][CH:7]=1.O.[NH2:10][NH2:11]. The catalyst is CCO. The product is [Cl:1][C:2]1[N:3]=[N:4][C:5]([NH:10][NH2:11])=[CH:6][CH:7]=1. The yield is 0.580. (7) The catalyst is C1COCC1. The reactants are C(OC(=O)C[CH:8]([CH2:12][CH:13]([CH3:15])[CH3:14])[C:9]([OH:11])=[O:10])(C)(C)C.[CH3:17]O. The yield is 0.890. The product is [CH:13]([CH:12]1[CH2:17][O:11][C:9](=[O:10])[CH2:8]1)([CH3:14])[CH3:15]. (8) The reactants are [CH2:1]([O:3][C:4](=[O:18])[CH2:5][C:6]1[NH:7][C:8](=S)[N:9]([CH:11]2[CH2:16][CH2:15][CH2:14][CH2:13][CH2:12]2)[CH:10]=1)[CH3:2].OO. The catalyst is C(O)(=O)C. The product is [CH2:1]([O:3][C:4](=[O:18])[CH2:5][C:6]1[N:7]=[CH:8][N:9]([CH:11]2[CH2:12][CH2:13][CH2:14][CH2:15][CH2:16]2)[CH:10]=1)[CH3:2]. The yield is 0.990. (9) The reactants are OC1C=CC([CH2:8][C:9]#[N:10])=CC=1.[CH2:11]=[O:12].[OH2:13].[C:14]1([CH3:24])[CH:19]=[CH:18][C:17](S(O)(=O)=O)=[CH:16][CH:15]=1. The catalyst is C1(C)C=CC=CC=1. The product is [O:12]1[C:15]2[CH:16]=[CH:17][C:18]([CH2:8][C:9]#[N:10])=[CH:19][C:14]=2[CH2:24][O:13][CH2:11]1. The yield is 0.320. (10) The reactants are [NH2:1][C@H:2]1[CH2:7][CH2:6][C@H:5]([CH2:8][NH:9][C:10]2[C:15]([C:16]#[N:17])=[CH:14][N:13]=[C:12]([NH:18][CH2:19][C:20]3[CH:25]=[CH:24][CH:23]=[CH:22][C:21]=3[O:26][C:27]([F:30])([F:29])[F:28])[N:11]=2)[CH2:4][CH2:3]1.Br[CH2:32][CH2:33][CH2:34]Br.CCN(C(C)C)C(C)C. The catalyst is CN(C=O)C.CCOC(C)=O. The product is [N:1]1([C@H:2]2[CH2:3][CH2:4][C@H:5]([CH2:8][NH:9][C:10]3[C:15]([C:16]#[N:17])=[CH:14][N:13]=[C:12]([NH:18][CH2:19][C:20]4[CH:25]=[CH:24][CH:23]=[CH:22][C:21]=4[O:26][C:27]([F:29])([F:30])[F:28])[N:11]=3)[CH2:6][CH2:7]2)[CH2:34][CH2:33][CH2:32]1. The yield is 0.330.